Dataset: Forward reaction prediction with 1.9M reactions from USPTO patents (1976-2016). Task: Predict the product of the given reaction. (1) Given the reactants OO.[NH2:3][C:4]1[C:9]([Br:10])=[CH:8][CH:7]=[CH:6][C:5]=1[NH:11][CH2:12][C:13]([O:15]CC)=O.[OH-].[Na+].Cl, predict the reaction product. The product is: [Br:10][C:9]1[CH:8]=[CH:7][CH:6]=[C:5]2[C:4]=1[NH:3][C:13](=[O:15])[CH:12]=[N:11]2. (2) Given the reactants [Br:1][C:2]1[CH:3]=[CH:4][C:5]([NH2:8])=[N:6][CH:7]=1.[CH2:9]([O:11][C:12]([N:14]=[C:15]=[S:16])=[O:13])[CH3:10], predict the reaction product. The product is: [CH2:9]([O:11][C:12]([NH:14][C:15]([NH:8][C:5]1[CH:4]=[CH:3][C:2]([Br:1])=[CH:7][N:6]=1)=[S:16])=[O:13])[CH3:10]. (3) Given the reactants N(C(OC(C)C)=O)=NC(OC(C)C)=O.[CH3:15][CH2:16][CH:17](O)[CH2:18][CH2:19][CH2:20][CH2:21][CH2:22][CH2:23][CH3:24].[Cl:26][C:27]1[N:35]=[CH:34][N:33]=[C:32]2[C:28]=1[N:29]=[CH:30][NH:31]2.C1(P(C2C=CC=CC=2)C2C=CC=CC=2)C=CC=CC=1, predict the reaction product. The product is: [Cl:26][C:27]1[N:35]=[CH:34][N:33]=[C:32]2[C:28]=1[N:29]=[CH:30][N:31]2[CH:17]([CH2:18][CH2:19][CH2:20][CH2:21][CH2:22][CH2:23][CH3:24])[CH2:16][CH3:15]. (4) Given the reactants [N:1]([O-])=O.[Na+].[C:5]([O:9][C:10](=[O:37])[NH:11][C@H:12]1[CH2:16][CH2:15][C@H:14]([NH:17][C:18]2[C:23]([NH2:24])=[CH:22][N:21]=[C:20]3[N:25]([S:28]([C:31]4[CH:36]=[CH:35][CH:34]=[CH:33][CH:32]=4)(=[O:30])=[O:29])[CH:26]=[CH:27][C:19]=23)[CH2:13]1)([CH3:8])([CH3:7])[CH3:6], predict the reaction product. The product is: [C:5]([O:9][C:10](=[O:37])[NH:11][C@H:12]1[CH2:16][CH2:15][C@H:14]([N:17]2[C:18]3[C:23](=[CH:22][N:21]=[C:20]4[C:19]=3[CH:27]=[CH:26][N:25]4[S:28]([C:31]3[CH:36]=[CH:35][CH:34]=[CH:33][CH:32]=3)(=[O:30])=[O:29])[N:24]=[N:1]2)[CH2:13]1)([CH3:8])([CH3:6])[CH3:7].